Task: Predict which catalyst facilitates the given reaction.. Dataset: Catalyst prediction with 721,799 reactions and 888 catalyst types from USPTO (1) Reactant: [CH2:1]([C:9]1[CH:14]=[CH:13][C:12]([C:15]2[CH:19]=[CH:18][S:17][CH:16]=2)=[CH:11][CH:10]=1)[CH2:2][CH2:3][CH2:4][CH2:5][CH2:6][CH2:7][CH3:8].[Br:20]N1C(=O)CCC1=O. Product: [Br:20][C:16]1[S:17][CH:18]=[CH:19][C:15]=1[C:12]1[CH:11]=[CH:10][C:9]([CH2:1][CH2:2][CH2:3][CH2:4][CH2:5][CH2:6][CH2:7][CH3:8])=[CH:14][CH:13]=1. The catalyst class is: 3. (2) Reactant: [CH3:1][O:2][C:3]1[CH:8]=[C:7]([CH3:9])[C:6]([S:10]([N:13]2[C:22]3[C:17](=[CH:18][CH:19]=[CH:20][CH:21]=3)[CH2:16][CH2:15][CH:14]2[CH2:23][O:24][CH2:25][C:26](O)=[O:27])(=[O:12])=[O:11])=[C:5]([CH3:29])[CH:4]=1.C(N(C(C)C)CC)(C)C.ON1C2C=CC=CC=2N=N1.Cl.C(N=C=NCCCN(C)C)C.[CH3:61][N:62]1[CH2:67][CH2:66][CH:65]([N:68]2[CH2:73][CH2:72][NH:71][CH2:70][CH2:69]2)[CH2:64][CH2:63]1. Product: [CH3:1][O:2][C:3]1[CH:8]=[C:7]([CH3:9])[C:6]([S:10]([N:13]2[C:22]3[C:17](=[CH:18][CH:19]=[CH:20][CH:21]=3)[CH2:16][CH2:15][CH:14]2[CH2:23][O:24][CH2:25][C:26]([N:71]2[CH2:70][CH2:69][N:68]([CH:65]3[CH2:66][CH2:67][N:62]([CH3:61])[CH2:63][CH2:64]3)[CH2:73][CH2:72]2)=[O:27])(=[O:11])=[O:12])=[C:5]([CH3:29])[CH:4]=1. The catalyst class is: 4.